From a dataset of Forward reaction prediction with 1.9M reactions from USPTO patents (1976-2016). Predict the product of the given reaction. (1) Given the reactants [CH3:1][C:2](=[O:6])[CH2:3][CH2:4][CH3:5].[CH3:7][C:8]([CH3:13])([CH2:11]O)[CH2:9][OH:10].C1(C)C=CC(S(O)(=O)=O)=CC=1, predict the reaction product. The product is: [CH3:1][C:2]1([CH2:3][CH2:4][CH3:5])[O:10][CH2:9][C:8]([CH3:13])([CH3:11])[CH2:7][O:6]1. (2) Given the reactants C(#N)C.[F:4][C:5]1[CH:10]=[CH:9][CH:8]=[C:7]([F:11])[C:6]=1[N:12]1[C:17]2[N:18]=[C:19]([NH:37][CH2:38][C:39]3[NH:40][CH:41]=[CH:42][N:43]=3)[N:20]=[C:21]([C:22]3[CH:23]=[C:24]([CH:33]=[CH:34][C:35]=3[CH3:36])[C:25]([NH:27][C:28]3[S:29][CH:30]=[CH:31][N:32]=3)=[O:26])[C:16]=2[CH:15]=[CH:14][C:13]1=[O:44].[S:45](=[O:49])(=[O:48])([OH:47])[OH:46], predict the reaction product. The product is: [S:45]([OH:49])([OH:48])(=[O:47])=[O:46].[F:4][C:5]1[CH:10]=[CH:9][CH:8]=[C:7]([F:11])[C:6]=1[N:12]1[C:17]2[N:18]=[C:19]([NH:37][CH2:38][C:39]3[NH:43][CH:42]=[CH:41][N:40]=3)[N:20]=[C:21]([C:22]3[CH:23]=[C:24]([CH:33]=[CH:34][C:35]=3[CH3:36])[C:25]([NH:27][C:28]3[S:29][CH:30]=[CH:31][N:32]=3)=[O:26])[C:16]=2[CH:15]=[CH:14][C:13]1=[O:44].